This data is from Reaction yield outcomes from USPTO patents with 853,638 reactions. The task is: Predict the reaction yield, written as a fraction of the theoretical maximum amount of product (1.0 means a 100% yield; for example, 0.34 means a 34% yield). (1) The reactants are [H-].[Na+].[O:3]=[C:4]([CH2:11][CH2:12][CH3:13])[CH2:5][C:6]([O:8][CH2:9][CH3:10])=[O:7].Br[CH2:15][C:16]1[CH:21]=[CH:20][C:19]([C:22]2[C:23]([C:28]#[N:29])=[CH:24][CH:25]=[CH:26][CH:27]=2)=[CH:18][CH:17]=1.[Cl-].[NH4+]. The catalyst is O1CCCC1.C(OCC)(=O)C. The product is [C:28]([C:23]1[CH:24]=[CH:25][CH:26]=[CH:27][C:22]=1[C:19]1[CH:18]=[CH:17][C:16]([CH2:15][CH:5]([C:4](=[O:3])[CH2:11][CH2:12][CH3:13])[C:6]([O:8][CH2:9][CH3:10])=[O:7])=[CH:21][CH:20]=1)#[N:29]. The yield is 1.00. (2) The reactants are C([O-])([O-])=O.[Cs+].[Cs+].[F:7][C:8]1[N:13]=[CH:12][C:11]([OH:14])=[CH:10][CH:9]=1.Br[CH2:16][CH2:17][O:18][CH3:19]. The catalyst is CN(C=O)C. The product is [F:7][C:8]1[CH:9]=[CH:10][C:11]([O:14][CH2:16][CH2:17][O:18][CH3:19])=[CH:12][N:13]=1. The yield is 0.925. (3) The reactants are [CH3:1][O:2][C:3]1[CH:8]=[CH:7][CH:6]=[CH:5][C:4]=1[NH:9][C:10]1[CH:18]=[CH:17][CH:16]=[C:12]([C:13]([OH:15])=O)[C:11]=1[C:19]([OH:21])=O.Cl.[NH2:23][CH:24]1[CH2:30][CH2:29][C:28](=[O:31])[NH:27][C:25]1=[O:26]. The catalyst is N1C=CC=CC=1. The product is [CH3:1][O:2][C:3]1[CH:8]=[CH:7][CH:6]=[CH:5][C:4]=1[NH:9][C:10]1[CH:18]=[CH:17][CH:16]=[C:12]2[C:11]=1[C:19](=[O:21])[N:23]([CH:24]1[CH2:30][CH2:29][C:28](=[O:31])[NH:27][C:25]1=[O:26])[C:13]2=[O:15]. The yield is 0.920. (4) The reactants are C(Cl)(=O)C(Cl)=O.CS(C)=O.[C:11]1([CH2:17][CH2:18][C:19]([N:21]2[CH2:26][CH2:25][CH:24]([OH:27])[CH2:23][CH2:22]2)=[O:20])[CH:16]=[CH:15][CH:14]=[CH:13][CH:12]=1.C(N(CC)CC)C. The catalyst is C(Cl)Cl. The product is [C:11]1([CH2:17][CH2:18][C:19]([N:21]2[CH2:26][CH2:25][C:24](=[O:27])[CH2:23][CH2:22]2)=[O:20])[CH:16]=[CH:15][CH:14]=[CH:13][CH:12]=1. The yield is 0.890. (5) The reactants are B(F)(F)F.CC[O:7][CH2:8][CH3:9].[Cl:10][C:11]1[N:16]=[CH:15][C:14](N)=[C:13]([I:18])[CH:12]=1.N(OC(C)(C)C)=[O:20]. The catalyst is COCCOC.C(Cl)Cl. The product is [Cl:10][C:11]1[N:16]=[CH:15][C:14]([O:7][C:8](=[O:20])[CH3:9])=[C:13]([I:18])[CH:12]=1. The yield is 0.490. (6) The reactants are CC(C)([O-])C.[K+].[N:7]1([CH2:12][C:13]([C:15]2[S:16][CH:17]=[CH:18][N:19]=2)=O)[CH:11]=[CH:10][N:9]=[CH:8]1.[Br-].[CH3:21][O:22][C:23]([C:25]1[CH:26]=[C:27]([CH:48]=[C:49]([C:51]2[CH:56]=[CH:55][CH:54]=[CH:53][CH:52]=2)[CH:50]=1)[CH2:28][P+](C1C=CC=CC=1)(C1C=CC=CC=1)C1C=CC=CC=1)=[O:24].C1OCCOCCOCCOCCOCCOC1.[Cl-].[NH4+]. The catalyst is ClCCl. The product is [S:16]1[CH:17]=[CH:18][N:19]=[C:15]1[C:13]([CH2:12][N:7]1[CH:11]=[CH:10][N:9]=[CH:8]1)=[CH:28][C:27]1[CH:26]=[C:25]([CH:50]=[C:49]([C:51]2[CH:56]=[CH:55][CH:54]=[CH:53][CH:52]=2)[CH:48]=1)[C:23]([O:22][CH3:21])=[O:24]. The yield is 0.390. (7) The reactants are [F:1][CH2:2][CH2:3][CH2:4]OS(C)(=O)=O.[C:10]1(=[O:20])[NH:14][C:13](=[O:15])[C:12]2=[CH:16][CH:17]=[CH:18][CH:19]=[C:11]12.[K].O. The catalyst is CN(C=O)C. The product is [F:1][CH2:2][CH2:3][CH2:4][N:14]1[C:10](=[O:20])[C:11]2[C:12](=[CH:16][CH:17]=[CH:18][CH:19]=2)[C:13]1=[O:15]. The yield is 0.997. (8) The reactants are [F:1][C:2]1[CH:3]=[C:4]([Cl:13])[C:5]([O:11][CH3:12])=[C:6]([CH:8]([OH:10])[CH3:9])[CH:7]=1.[Cr](Cl)([O-])(=O)=O.[NH+]1C=CC=CC=1.C(OCC)C. The catalyst is CC(C)=O. The product is [F:1][C:2]1[CH:3]=[C:4]([Cl:13])[C:5]([O:11][CH3:12])=[C:6]([C:8](=[O:10])[CH3:9])[CH:7]=1. The yield is 0.970. (9) The product is [CH3:1][O:2][C:3]1[CH:8]=[CH:7][CH:6]=[CH:5][C:4]=1[N:9]1[CH2:10][CH2:11][N:12]([CH2:15][CH2:16][CH:17]([C:18]2[CH:23]=[CH:22][CH:21]=[CH:20][CH:19]=2)[CH:24]([CH:26]2[CH2:31][CH2:30][CH2:29][CH2:28][CH2:27]2)[OH:25])[CH2:13][CH2:14]1. The catalyst is C(Cl)Cl. The yield is 0.780. The reactants are [CH3:1][O:2][C:3]1[CH:8]=[CH:7][CH:6]=[CH:5][C:4]=1[N:9]1[CH2:14][CH2:13][N:12]([CH2:15][CH2:16][CH:17]([C:24]([CH:26]2[CH2:31][CH2:30][CH2:29][CH2:28][CH2:27]2)=[O:25])[C:18]2[CH:23]=[CH:22][CH:21]=[CH:20][CH:19]=2)[CH2:11][CH2:10]1.CC(C[Al]CC(C)C)C.